Dataset: Peptide-MHC class I binding affinity with 185,985 pairs from IEDB/IMGT. Task: Regression. Given a peptide amino acid sequence and an MHC pseudo amino acid sequence, predict their binding affinity value. This is MHC class I binding data. (1) The peptide sequence is PTIEDDKIVT. The MHC is HLA-A02:01 with pseudo-sequence HLA-A02:01. The binding affinity (normalized) is 0. (2) The peptide sequence is SRPSGDLRQRL. The MHC is HLA-B27:05 with pseudo-sequence HLA-B27:05. The binding affinity (normalized) is 0.211. (3) The peptide sequence is RQGWARAML. The MHC is HLA-B39:01 with pseudo-sequence HLA-B39:01. The binding affinity (normalized) is 0.0847. (4) The peptide sequence is IQLDEKSSIK. The MHC is HLA-A33:01 with pseudo-sequence HLA-A33:01. The binding affinity (normalized) is 0. (5) The peptide sequence is DEWSVATFYL. The MHC is HLA-B44:03 with pseudo-sequence HLA-B44:03. The binding affinity (normalized) is 0.457.